This data is from Experimentally validated miRNA-target interactions with 360,000+ pairs, plus equal number of negative samples. The task is: Binary Classification. Given a miRNA mature sequence and a target amino acid sequence, predict their likelihood of interaction. (1) The miRNA is hsa-miR-6807-5p with sequence GUGAGCCAGUGGAAUGGAGAGG. The protein sequence of the target gene is MKSLKSRLRRQDVPGPASSGAAAASAHAADWNKYDDRLMKAAERGDVEKVTSILAKKGVNPGKLDVEGRSVFHVVTSKGNLECLNAILIHGVDITTSDTAGRNALHLAAKYGHALCLQKLLQYNCPTEHADLQGRTALHDAAMADCPSSIQLLCDHGASVNAKDVDGRTPLVLATQMSRPTICQLLIDRGADVNSRDKQNRTALMLGCEYGCRDAVEVLIKNGADISLLDALGHDSSYYARIGDNLDILTLLKTASENTNKGRELWKKGPSLQQRNLTHMQDEVNVKSHQREHQNIQDLE.... Result: 1 (interaction). (2) The miRNA is hsa-miR-6513-5p with sequence UUUGGGAUUGACGCCACAUGUCU. The protein sequence of the target gene is MSEVSCKKRDDYLEWPEYFMAVAFLSAQRSKDPNSQVGACIVNSENKIVGIGYNGMPNGCSDDVLPWRRTAENKLDTKYPYVCHAELNAIMNKNSTDVKGCSMYVALFPCNECAKLIIQAGIKEVIFMSDKYHDSDEATAARLLFNMAGVTFRKFIPKCSKIVIDFDSINSRPSQKLQ. Result: 0 (no interaction). (3) The miRNA is hsa-miR-2467-5p with sequence UGAGGCUCUGUUAGCCUUGGCUC. The protein sequence of the target gene is MRRCNSGSGPPPSLLLLLLWLLAVPGANAAPRSALYSPSDPLTLLQADTVRGAVLGSRSAWAVEFFASWCGHCIAFAPTWKALAEDVKAWRPALYLAALDCAEETNSAVCRDFNIPGFPTVRFFKAFTKNGSGAVFPVAGADVQTLRERLIDALESHHDTWPPACPPLEPAKLEEIDGFFARNNEEYLALIFEKGGSYLGREVALDLSQHKGVAVRRVLNTEANVVRKFGVTDFPSCYLLFRNGSVSRVPVLMESRSFYTAYLQRLSGLTREAAQTTVAPTTANKIAPTVWKLADRSKIY.... Result: 1 (interaction). (4) The miRNA is hsa-miR-29a-5p with sequence ACUGAUUUCUUUUGGUGUUCAG. The protein sequence of the target gene is MKPYFCRVFVFCFLIRLLTGEINGSADHRMFSFHNGGVQISCKYPETVQQLKMRLFREREVLCELTKTKGSGNAVSIKNPMLCLYHLSNNSVSFFLNNPDSSQGSYYFCSLSIFDPPPFQERNLSGGYLHIYESQLCCQLKLWLPVGCAAFVVVLLFGCILIIWFSKKKYGSSVHDPNSEYMFMAAVNTNKKSRLAGVTS. Result: 0 (no interaction). (5) The miRNA is hsa-miR-331-3p with sequence GCCCCUGGGCCUAUCCUAGAA. The protein sequence of the target gene is MEEGDGGLRSLVPGGPLLLVLYGLLEASGGGRALPQLSDDIPFRVNWPGTEFSLPTTGVLYKEDNYIIMTTAHKEKYKCILPLVTSGDEEEEKDYKGPNPRELLEPLFKQSSCSYRIESYWTYEVCHGKHIRQYHEEKETGQKVNIHEYYLGNMLAKNLLYEKEREAKENEKSNEIPTKNIEGQMTPYYPVGMGNGTPCSLKQNRPRSSTVMYICHPESKHEILSVAEVTTCEYEVVILTPLLCSHPKYKFRASPVNDIFCQSLPGSPFKPLTLRQLEQQEEILRVPFRRNKEEDLPSAK.... Result: 0 (no interaction). (6) The miRNA is hsa-miR-150-5p with sequence UCUCCCAACCCUUGUACCAGUG. The protein sequence of the target gene is MASGVTVNDEVIKVFNDMKVRKSSTQEEIKKRKKAVLFCLSDDKRQIIVEEAKQILVGDIGDTVEDPYTSFVKLLPLNDCRYALYDATYETKESKKEDLVFIFWAPESAPLKSKMIYASSKDAIKKKFTGIKHEWQVNGLDDIKDRSTLGEKLGGSVVVSLEGKPL. Result: 0 (no interaction). (7) The miRNA is hsa-miR-3650 with sequence AGGUGUGUCUGUAGAGUCC. Result: 0 (no interaction). The protein sequence of the target gene is MEGLEENGGVVQVGELLPCKICGRTFFPVALKKHGPICQKTATKKRKTFDSSRQRAEGTDIPTVKPLKPRPEPPKKPSNWRRKHEEFIATIRAAKGLDQALKEGGKLPPPPPPSYDPDYIQCPYCQRRFNENAADRHINFCKEQAARISNKGKFSTDTKGKPTSRTQVYKPPALKKSNSPGTASSGSSRLPQPSGAGKTVVGVPSGKVSSSSSSLGNKLQTLSPSHKGIAAPHAGANVKPRNSTPPSLARNPAPGVLTNKRKTYTESYIARPDGDCASSLNGGNIKGIEGHSPGNLPKFC....